From a dataset of Forward reaction prediction with 1.9M reactions from USPTO patents (1976-2016). Predict the product of the given reaction. (1) Given the reactants BrC[C:3]1[CH:8]=[CH:7][C:6]([C:9]#[N:10])=[CH:5][CH:4]=1.Cl.[C:12]([O:16][C:17](=[O:21])[CH2:18][NH:19][CH3:20])([CH3:15])([CH3:14])[CH3:13].[C:22](=O)([O-])[O-].[K+].[K+], predict the reaction product. The product is: [C:9]([C:6]1[CH:7]=[CH:8][C:3]([CH2:20][N:19]([CH3:22])[CH2:18][C:17]([O:16][C:12]([CH3:15])([CH3:14])[CH3:13])=[O:21])=[CH:4][CH:5]=1)#[N:10]. (2) Given the reactants [S:1]=[C:2]1[NH:7][C:6]2[CH:8]=[CH:9][NH:10][C:5]=2[C:4](=[O:11])[N:3]1[C:12]1[CH:17]=[CH:16][C:15]([O:18][CH2:19][C:20]([F:23])([F:22])[F:21])=[CH:14][CH:13]=1.[CH3:24][CH:25]([O:27][CH2:28][CH:29]1[CH2:31][O:30]1)[CH3:26].[I-].[Na+].C(N(CC)CC)C, predict the reaction product. The product is: [OH:30][CH:29]([CH2:28][O:27][CH:25]([CH3:26])[CH3:24])[CH2:31][S:1][C:2]1[N:3]([C:12]2[CH:13]=[CH:14][C:15]([O:18][CH2:19][C:20]([F:23])([F:22])[F:21])=[CH:16][CH:17]=2)[C:4](=[O:11])[C:5]2[NH:10][CH:9]=[CH:8][C:6]=2[N:7]=1.